This data is from Reaction yield outcomes from USPTO patents with 853,638 reactions. The task is: Predict the reaction yield, written as a fraction of the theoretical maximum amount of product (1.0 means a 100% yield; for example, 0.34 means a 34% yield). (1) The reactants are [NH2:1][C:2]1[N:7]=[C:6]([NH2:8])[C:5](I)=[CH:4][N:3]=1.[CH3:10][O:11][C:12]1[CH:13]=[C:14]([CH:22]([OH:25])[C:23]#[CH:24])[CH:15]=[C:16]([O:20][CH3:21])[C:17]=1[O:18][CH3:19]. No catalyst specified. The product is [NH2:1][C:2]1[N:7]=[C:6]([NH2:8])[C:5]([C:24]#[C:23][CH:22]([C:14]2[CH:15]=[C:16]([O:20][CH3:21])[C:17]([O:18][CH3:19])=[C:12]([O:11][CH3:10])[CH:13]=2)[OH:25])=[CH:4][N:3]=1. The yield is 0.780. (2) The product is [Cl:26][C:13]1[N:12]([CH2:14][C:15]2[CH:20]=[CH:19][C:18]([O:21][CH3:22])=[CH:17][CH:16]=2)[CH:11]=[C:10]2[C:9]=1[C:8](=[O:23])[N:7]([CH3:24])[C:6](=[O:25])[N:5]2[CH2:1][CH:2]([CH3:4])[CH3:3]. The reactants are [CH2:1]([N:5]1[C:10]2=[CH:11][N:12]([CH2:14][C:15]3[CH:20]=[CH:19][C:18]([O:21][CH3:22])=[CH:17][CH:16]=3)[CH:13]=[C:9]2[C:8](=[O:23])[N:7]([CH3:24])[C:6]1=[O:25])[CH:2]([CH3:4])[CH3:3].[Cl:26]C(Cl)(Cl)C(Cl)(Cl)Cl.[Li+].C[Si]([N-][Si](C)(C)C)(C)C. The yield is 0.510. The catalyst is C1COCC1. (3) The reactants are [Cl:1][C:2]1[C:11]2[C:6](=[CH:7][C:8]([C:12](OCC)=[O:13])=[CH:9][CH:10]=2)[N:5]=[CH:4][CH:3]=1.[BH4-].[Na+]. The catalyst is C1COCC1. The product is [Cl:1][C:2]1[C:11]2[C:6](=[CH:7][C:8]([CH2:12][OH:13])=[CH:9][CH:10]=2)[N:5]=[CH:4][CH:3]=1. The yield is 0.890. (4) The reactants are [CH2:1]([O:8][C:9]1[CH:14]=[CH:13][C:12]([C:15]2([C:19]#[N:20])[CH2:18][CH2:17][CH2:16]2)=[CH:11][C:10]=1[O:21][CH3:22])[C:2]1[CH:7]=[CH:6][CH:5]=[CH:4][CH:3]=1.C(OC(=O)C)(=O)C.[N+:30]([O-])([OH:32])=[O:31]. The catalyst is C(O)(=O)C. The product is [CH2:1]([O:8][C:9]1[C:10]([O:21][CH3:22])=[CH:11][C:12]([C:15]2([C:19]#[N:20])[CH2:18][CH2:17][CH2:16]2)=[C:13]([N+:30]([O-:32])=[O:31])[CH:14]=1)[C:2]1[CH:3]=[CH:4][CH:5]=[CH:6][CH:7]=1. The yield is 0.920. (5) The reactants are Cl[C:2]1[C:11]2[CH2:10][CH2:9][CH2:8][CH2:7][C:6]=2[N:5]=[C:4]([NH2:12])[N:3]=1.[CH3:13][N:14]1[CH2:19][CH2:18][NH:17][CH2:16][CH2:15]1. No catalyst specified. The product is [CH3:13][N:14]1[CH2:19][CH2:18][N:17]([C:2]2[C:11]3[CH2:10][CH2:9][CH2:8][CH2:7][C:6]=3[N:5]=[C:4]([NH2:12])[N:3]=2)[CH2:16][CH2:15]1. The yield is 0.430. (6) The reactants are [CH3:1][O:2][C:3]1[CH:12]=[C:11]2[C:6]([CH2:7][CH2:8][C:9](=O)[CH2:10]2)=[CH:5][CH:4]=1.[N+](C1C=CC=CC=1S([N:26]([CH2:36][C:37]1[CH:42]=[CH:41][CH:40]=[CH:39][N:38]=1)[CH2:27][C:28]1[CH:33]=[CH:32][C:31]([CH2:34][NH2:35])=[CH:30][CH:29]=1)(=O)=O)([O-])=O.[BH3-]C#N.[Na+]. The catalyst is CO.C(OC)(OC)OC.C(O)(=O)C. The product is [N:38]1[CH:39]=[CH:40][CH:41]=[CH:42][C:37]=1[CH2:36][NH:26][CH2:27][C:28]1[CH:29]=[CH:30][C:31]([CH2:34][NH:35][CH:9]2[CH2:8][CH2:7][C:6]3[C:11](=[CH:12][C:3]([O:2][CH3:1])=[CH:4][CH:5]=3)[CH2:10]2)=[CH:32][CH:33]=1. The yield is 0.520. (7) The reactants are [CH3:1][C:2]1[NH:10][C:5]2=[N:6][CH:7]=[CH:8][CH:9]=[C:4]2[C:3]=1[C:11]([O:13][C:14]([CH3:17])([CH3:16])[CH3:15])=[O:12].C([O-])([O-])=O.[Cs+].[Cs+].[I-].[K+].Cl[CH:27]([CH3:31])[C:28](=[O:30])[CH3:29]. The catalyst is CC#N. The product is [CH3:1][C:2]1[N:10]([CH:27]([C:28](=[O:30])[CH3:29])[CH3:31])[C:5]2=[N:6][CH:7]=[CH:8][CH:9]=[C:4]2[C:3]=1[C:11]([O:13][C:14]([CH3:17])([CH3:16])[CH3:15])=[O:12]. The yield is 0.500.